The task is: Regression. Given two drug SMILES strings and cell line genomic features, predict the synergy score measuring deviation from expected non-interaction effect.. This data is from NCI-60 drug combinations with 297,098 pairs across 59 cell lines. (1) Drug 1: C1CCN(CC1)CCOC2=CC=C(C=C2)C(=O)C3=C(SC4=C3C=CC(=C4)O)C5=CC=C(C=C5)O. Drug 2: CN(CC1=CN=C2C(=N1)C(=NC(=N2)N)N)C3=CC=C(C=C3)C(=O)NC(CCC(=O)O)C(=O)O. Cell line: NCI/ADR-RES. Synergy scores: CSS=15.8, Synergy_ZIP=-3.72, Synergy_Bliss=1.07, Synergy_Loewe=-15.0, Synergy_HSA=-1.73. (2) Drug 1: CC1=C(C=C(C=C1)C(=O)NC2=CC(=CC(=C2)C(F)(F)F)N3C=C(N=C3)C)NC4=NC=CC(=N4)C5=CN=CC=C5. Drug 2: CC12CCC3C(C1CCC2OP(=O)(O)O)CCC4=C3C=CC(=C4)OC(=O)N(CCCl)CCCl.[Na+]. Cell line: ACHN. Synergy scores: CSS=1.71, Synergy_ZIP=2.04, Synergy_Bliss=4.59, Synergy_Loewe=1.17, Synergy_HSA=1.03. (3) Drug 1: CC1C(C(CC(O1)OC2CC(OC(C2O)C)OC3=CC4=CC5=C(C(=O)C(C(C5)C(C(=O)C(C(C)O)O)OC)OC6CC(C(C(O6)C)O)OC7CC(C(C(O7)C)O)OC8CC(C(C(O8)C)O)(C)O)C(=C4C(=C3C)O)O)O)O. Drug 2: CC1=C(C(=O)C2=C(C1=O)N3CC4C(C3(C2COC(=O)N)OC)N4)N. Cell line: MALME-3M. Synergy scores: CSS=39.8, Synergy_ZIP=-3.83, Synergy_Bliss=-0.415, Synergy_Loewe=-1.90, Synergy_HSA=-0.926. (4) Drug 1: CN(C)C1=NC(=NC(=N1)N(C)C)N(C)C. Drug 2: CN(C(=O)NC(C=O)C(C(C(CO)O)O)O)N=O. Synergy scores: CSS=-6.78, Synergy_ZIP=1.64, Synergy_Bliss=-5.38, Synergy_Loewe=-10.5, Synergy_HSA=-10.7. Cell line: OVCAR-8.